Dataset: Forward reaction prediction with 1.9M reactions from USPTO patents (1976-2016). Task: Predict the product of the given reaction. Given the reactants [C:1]([O:5][C:6](=[O:13])[C@@H:7]([NH2:12])[C:8]([CH3:11])([CH3:10])[CH3:9])([CH3:4])([CH3:3])[CH3:2].[CH3:14][C:15]1[CH:16]=[C:17](B(O)O)[CH:18]=[C:19]([C:21]([F:24])([F:23])[F:22])[CH:20]=1.N1C=CC=CC=1.Cl, predict the reaction product. The product is: [C:1]([O:5][C:6](=[O:13])[C@@H:7]([NH:12][C:17]1[CH:18]=[C:19]([C:21]([F:22])([F:24])[F:23])[CH:20]=[C:15]([CH3:14])[CH:16]=1)[C:8]([CH3:11])([CH3:10])[CH3:9])([CH3:4])([CH3:2])[CH3:3].